Predict the reaction yield, written as a fraction of the theoretical maximum amount of product (1.0 means a 100% yield; for example, 0.34 means a 34% yield). From a dataset of Reaction yield outcomes from USPTO patents with 853,638 reactions. (1) The reactants are [I:1][C:2]1[CH:23]=[CH:22][C:5]([O:6][C:7]2[CH:8]=[C:9]([CH:12]=[C:13]([S:15][C:16]3[N:17]([CH3:21])[CH:18]=[CH:19][N:20]=3)[CH:14]=2)[C:10]#N)=[CH:4][CH:3]=1.C(O)C.[OH-:27].[Na+].[OH2:29]. No catalyst specified. The product is [I:1][C:2]1[CH:23]=[CH:22][C:5]([O:6][C:7]2[CH:8]=[C:9]([CH:12]=[C:13]([S:15][C:16]3[N:17]([CH3:21])[CH:18]=[CH:19][N:20]=3)[CH:14]=2)[C:10]([OH:29])=[O:27])=[CH:4][CH:3]=1. The yield is 0.900. (2) The reactants are [CH3:1][C:2]1[C:10]2[C:9](=[O:11])[C:8]([C:12]([O:14]CC)=[O:13])=[CH:7][NH:6][C:5]=2[S:4][N:3]=1. The catalyst is [OH-].[Na+]. The product is [CH3:1][C:2]1[C:10]2[C:9](=[O:11])[C:8]([C:12]([OH:14])=[O:13])=[CH:7][NH:6][C:5]=2[S:4][N:3]=1. The yield is 0.790. (3) The reactants are [CH3:1][O:2][C:3]1([O:27][CH3:28])[CH2:8][CH2:7][N:6]([C:9]2[CH:14]=[CH:13][C:12]([N:15]3[CH2:19][C@@H:18]([CH2:20][N:21]=[N+]=[N-])[O:17][C:16]3=[O:24])=[CH:11][CH:10]=2)[CH2:5][C:4]1([F:26])[F:25]. The catalyst is [Pd].C(OCC)(=O)C. The product is [CH3:28][O:27][C:3]1([O:2][CH3:1])[CH2:8][CH2:7][N:6]([C:9]2[CH:14]=[CH:13][C:12]([N:15]3[CH2:19][C@H:18]([CH2:20][NH2:21])[O:17][C:16]3=[O:24])=[CH:11][CH:10]=2)[CH2:5][C:4]1([F:26])[F:25]. The yield is 0.880. (4) The reactants are [NH2:1][C:2]1[S:6][C:5]([SH:7])=[N:4][C:3]=1[C:8]1[CH:13]=[CH:12][CH:11]=[CH:10][CH:9]=1.[C:14](O)([CH3:17])([CH3:16])[CH3:15].S(=O)(=O)(O)O.C(=O)(O)[O-].[Na+]. The catalyst is O. The product is [NH2:1][C:2]1[S:6][C:5]([S:7][C:14]([CH3:17])([CH3:16])[CH3:15])=[N:4][C:3]=1[C:8]1[CH:13]=[CH:12][CH:11]=[CH:10][CH:9]=1. The yield is 0.820. (5) The reactants are CS(O[CH2:6][CH2:7][C@@:8]1([C:31]2[CH:36]=[CH:35][C:34]([F:37])=[CH:33][CH:32]=2)[O:13][C:12](=[O:14])[N:11]([C@H:15]([C:17]2[CH:22]=[CH:21][C:20]([C:23]3[CH:28]=[CH:27][C:26]([F:29])=[CH:25][C:24]=3[F:30])=[CH:19][CH:18]=2)[CH3:16])[CH2:10][CH2:9]1)(=O)=O.[NH2:38][CH2:39][CH2:40][OH:41]. The catalyst is CO. The product is [F:30][C:24]1[CH:25]=[C:26]([F:29])[CH:27]=[CH:28][C:23]=1[C:20]1[CH:21]=[CH:22][C:17]([C@@H:15]([N:11]2[CH2:10][CH2:9][C@@:8]([C:31]3[CH:32]=[CH:33][C:34]([F:37])=[CH:35][CH:36]=3)([CH2:7][CH2:6][NH:38][CH2:39][CH2:40][OH:41])[O:13][C:12]2=[O:14])[CH3:16])=[CH:18][CH:19]=1. The yield is 0.0300. (6) The catalyst is O. The product is [Cl:32][C:33]1[CH:38]=[C:37]([C:2]2[C:11]3[C:6](=[CH:7][C:8]([S:12]([N:15]([C:25]4[CH:29]=[CH:28][O:27][N:26]=4)[CH2:16][C:17]4[CH:22]=[CH:21][C:20]([O:23][CH3:24])=[CH:19][CH:18]=4)(=[O:14])=[O:13])=[CH:9][CH:10]=3)[CH:5]=[N:4][C:3]=2[O:30][CH3:31])[C:36]([O:42][CH3:43])=[CH:35][C:34]=1[C:44]1[CH:49]=[CH:48][CH:47]=[C:46]([F:50])[CH:45]=1. The reactants are Cl[C:2]1[C:11]2[C:6](=[CH:7][C:8]([S:12]([N:15]([C:25]3[CH:29]=[CH:28][O:27][N:26]=3)[CH2:16][C:17]3[CH:22]=[CH:21][C:20]([O:23][CH3:24])=[CH:19][CH:18]=3)(=[O:14])=[O:13])=[CH:9][CH:10]=2)[CH:5]=[N:4][C:3]=1[O:30][CH3:31].[Cl:32][C:33]1[CH:38]=[C:37](B(O)O)[C:36]([O:42][CH3:43])=[CH:35][C:34]=1[C:44]1[CH:49]=[CH:48][CH:47]=[C:46]([F:50])[CH:45]=1.P([O-])([O-])([O-])=O.[K+].[K+].[K+].O1CCOCC1. The yield is 0.494. (7) The reactants are [CH3:1][O:2][C:3]1[CH:8]=[CH:7][C:6]([CH2:9][CH2:10][CH2:11][CH:12]=[O:13])=[CH:5][CH:4]=1.[F:14][C:15]1[CH:16]=[C:17]([Mg]Br)[CH:18]=[CH:19][C:20]=1[F:21]. The catalyst is C1COCC1. The product is [F:14][C:15]1[CH:16]=[C:17]([CH:12]([OH:13])[CH2:11][CH2:10][CH2:9][C:6]2[CH:7]=[CH:8][C:3]([O:2][CH3:1])=[CH:4][CH:5]=2)[CH:18]=[CH:19][C:20]=1[F:21]. The yield is 0.150. (8) The reactants are [Br:1][C:2]1[CH:3]=[CH:4][C:5]([F:9])=[C:6]([OH:8])[CH:7]=1.C(=O)([O-])[O-].[K+].[K+].[CH3:16][C:17]([CH3:19])=[O:18]. No catalyst specified. The product is [Br:1][C:2]1[CH:3]=[CH:4][C:5]([F:9])=[C:6]([CH:7]=1)[O:8][CH2:16][C@H:17]1[CH2:19][O:18]1. The yield is 0.820. (9) The reactants are [F:1][C:2]1[CH:3]=[C:4]([NH:20][C:21]([C:23]2[S:24][CH:25]=[CH:26][CH:27]=2)=[NH:22])[CH:5]=[C:6]2[C:11]=1[N:10]([CH2:12][CH2:13][CH:14]1[CH2:18][CH2:17][CH2:16][N:15]1[CH3:19])[CH2:9][CH2:8][CH2:7]2.C(OCC)C.[ClH:33]. The catalyst is CO. The product is [ClH:33].[ClH:33].[F:1][C:2]1[CH:3]=[C:4]([NH:20][C:21]([C:23]2[S:24][CH:25]=[CH:26][CH:27]=2)=[NH:22])[CH:5]=[C:6]2[C:11]=1[N:10]([CH2:12][CH2:13][CH:14]1[CH2:18][CH2:17][CH2:16][N:15]1[CH3:19])[CH2:9][CH2:8][CH2:7]2. The yield is 1.00. (10) The reactants are [CH3:1][C:2]1([CH3:10])[O:7][C:6](=[O:8])[CH2:5][C:4](=[O:9])[O:3]1.[C:11]([O:15][C:16]([NH:18][CH2:19][CH2:20][C:21](O)=[O:22])=[O:17])([CH3:14])([CH3:13])[CH3:12].Cl.C(N=C=NCCCN(C)C)C. The catalyst is CN(C)C1C=CN=CC=1.ClCCl. The product is [C:11]([O:15][C:16](=[O:17])[NH:18][CH2:19][CH2:20][C:21](=[C:5]1[C:6](=[O:8])[O:7][C:2]([CH3:10])([CH3:1])[O:3][C:4]1=[O:9])[OH:22])([CH3:14])([CH3:12])[CH3:13]. The yield is 0.970.